The task is: Predict the reactants needed to synthesize the given product.. This data is from Full USPTO retrosynthesis dataset with 1.9M reactions from patents (1976-2016). (1) Given the product [Cl:1][C:2]1[CH:3]=[C:4]([NH:19][S:30]([C:27]2[CH:26]=[CH:25][C:24]([NH:23][C:20](=[O:22])[CH3:21])=[CH:29][CH:28]=2)(=[O:32])=[O:31])[CH:5]=[N:6][C:7]=1[O:8][C:9]1[N:10]=[CH:11][C:12]2[C:17]([CH:18]=1)=[CH:16][CH:15]=[CH:14][CH:13]=2, predict the reactants needed to synthesize it. The reactants are: [Cl:1][C:2]1[CH:3]=[C:4]([NH2:19])[CH:5]=[N:6][C:7]=1[O:8][C:9]1[N:10]=[CH:11][C:12]2[C:17]([CH:18]=1)=[CH:16][CH:15]=[CH:14][CH:13]=2.[C:20]([NH:23][C:24]1[CH:29]=[CH:28][C:27]([S:30](Cl)(=[O:32])=[O:31])=[CH:26][CH:25]=1)(=[O:22])[CH3:21]. (2) Given the product [CH2:1]([O:3][C:4](=[O:24])[CH2:5][CH2:6][C:7]1[CH:12]=[CH:11][C:10]([O:13][C:14]2[CH:19]=[C:18]([OH:20])[CH:17]=[CH:16][C:15]=2[CH3:22])=[CH:9][C:8]=1[CH3:23])[CH3:2], predict the reactants needed to synthesize it. The reactants are: [CH2:1]([O:3][C:4](=[O:24])[CH2:5][CH2:6][C:7]1[CH:12]=[CH:11][C:10]([O:13][C:14]2[CH:19]=[C:18]([O:20]C)[CH:17]=[CH:16][C:15]=2[CH3:22])=[CH:9][C:8]=1[CH3:23])[CH3:2].B(Br)(Br)Br.